From a dataset of Forward reaction prediction with 1.9M reactions from USPTO patents (1976-2016). Predict the product of the given reaction. (1) Given the reactants [O:1]=[C:2]1[N:8]([CH2:9][CH2:10][CH:11]=O)[CH2:7][CH2:6][N:5]([C:13]2[CH:18]=[CH:17][CH:16]=[C:15]([C:19]([F:22])([F:21])[F:20])[CH:14]=2)[CH2:4][CH2:3]1.[C:23]1([C:29]2([OH:35])[CH2:34][CH2:33][NH:32][CH2:31][CH2:30]2)[CH:28]=[CH:27][CH:26]=[CH:25][CH:24]=1.B.N1C=CC=CC=1.CC(O)=O, predict the reaction product. The product is: [OH:35][C:29]1([C:23]2[CH:28]=[CH:27][CH:26]=[CH:25][CH:24]=2)[CH2:34][CH2:33][N:32]([CH2:11][CH2:10][CH2:9][N:8]2[C:2](=[O:1])[CH2:3][CH2:4][N:5]([C:13]3[CH:18]=[CH:17][CH:16]=[C:15]([C:19]([F:22])([F:21])[F:20])[CH:14]=3)[CH2:6][CH2:7]2)[CH2:31][CH2:30]1. (2) Given the reactants O=[C:2]1[CH2:6][CH2:5][N:4]([C:7]([O:9][C:10]([CH3:13])([CH3:12])[CH3:11])=[O:8])[C@@H:3]1[C:14]([O:16][CH2:17][CH3:18])=[O:15].[NH:19]1[CH2:24][CH2:23][CH2:22][CH2:21][CH2:20]1.[Na].C(OB(OC(=O)C)OC(=O)C)(=O)C.C(=O)(O)[O-].[Na+], predict the reaction product. The product is: [N:19]1([C@@H:2]2[CH2:6][CH2:5][N:4]([C:7]([O:9][C:10]([CH3:13])([CH3:12])[CH3:11])=[O:8])[C@@H:3]2[C:14]([O:16][CH2:17][CH3:18])=[O:15])[CH2:24][CH2:23][CH2:22][CH2:21][CH2:20]1.